This data is from Reaction yield outcomes from USPTO patents with 853,638 reactions. The task is: Predict the reaction yield, written as a fraction of the theoretical maximum amount of product (1.0 means a 100% yield; for example, 0.34 means a 34% yield). (1) The reactants are [CH2:1]([N:8]([CH2:18][C:19]1[CH:24]=[CH:23][CH:22]=[CH:21][CH:20]=1)[C:9]1[CH:14]=[C:13]([CH3:15])[C:12](I)=[CH:11][C:10]=1[CH3:17])[C:2]1[CH:7]=[CH:6][CH:5]=[CH:4][CH:3]=1.C([Li])CCC.CN(C)[CH:32]=[O:33].[ClH:35]. The catalyst is C1(C)C=CC=CC=1. The product is [ClH:35].[CH2:1]([N:8]([CH2:18][C:19]1[CH:24]=[CH:23][CH:22]=[CH:21][CH:20]=1)[C:9]1[C:10]([CH3:17])=[CH:11][C:12]([CH:32]=[O:33])=[C:13]([CH3:15])[CH:14]=1)[C:2]1[CH:7]=[CH:6][CH:5]=[CH:4][CH:3]=1. The yield is 0.900. (2) The reactants are [Cl:1][C:2]1[CH:7]=[CH:6][C:5]([N:8]2[CH2:17][C:16]3[C:12]4=[C:13]([C:21](=[O:25])[N:22]([CH3:24])[CH:23]=[C:11]4[C:10]4[CH:26]=[C:27]([CH2:30][S:31]([CH3:34])(=[O:33])=[O:32])[CH:28]=[CH:29][C:9]2=4)[NH:14][C:15]=3[C:18]([OH:20])=O)=[CH:4][CH:3]=1.C(Cl)(=O)C(Cl)=O.C[N:42](C=O)C.[OH-].[NH4+]. The catalyst is ClCCl. The product is [Cl:1][C:2]1[CH:3]=[CH:4][C:5]([N:8]2[CH2:17][C:16]3[C:12]4=[C:13]([C:21](=[O:25])[N:22]([CH3:24])[CH:23]=[C:11]4[C:10]4[CH:26]=[C:27]([CH2:30][S:31]([CH3:34])(=[O:33])=[O:32])[CH:28]=[CH:29][C:9]2=4)[NH:14][C:15]=3[C:18]([NH2:42])=[O:20])=[CH:6][CH:7]=1. The yield is 0.283. (3) The reactants are [F:1][C:2]1[CH:3]=[C:4]([C:10]2[O:11][C:12]3[C:17]([C:18](=[O:20])[CH:19]=2)=[CH:16][CH:15]=[CH:14][CH:13]=3)[CH:5]=[CH:6][C:7]=1[O:8]C.CC(O)=O.O. The catalyst is I. The product is [F:1][C:2]1[CH:3]=[C:4]([C:10]2[O:11][C:12]3[C:17]([C:18](=[O:20])[CH:19]=2)=[CH:16][CH:15]=[CH:14][CH:13]=3)[CH:5]=[CH:6][C:7]=1[OH:8]. The yield is 0.720. (4) The reactants are [CH2:1]([O:8][C:9]1[C:10]([C:30](O)=[O:31])=[N:11][C:12]([CH2:16][C:17]2([C:22]3[CH:27]=[C:26]([Cl:28])[CH:25]=[CH:24][C:23]=3[Cl:29])[CH2:21][CH2:20][CH2:19][CH2:18]2)=[N:13][C:14]=1[OH:15])[C:2]1[CH:7]=[CH:6][CH:5]=[CH:4][CH:3]=1.[Si:33]([O:40][CH2:41][CH2:42][NH:43][CH:44]([CH3:46])[CH3:45])([C:36]([CH3:39])([CH3:38])[CH3:37])([CH3:35])[CH3:34].O=P(Cl)(Cl)Cl.C([O-])(O)=O.[Na+]. The catalyst is N1C=CC=CC=1.CCCCCC.O.C(OCC)(=O)C. The product is [Si:33]([O:40][CH2:41][CH2:42][N:43]([CH:44]([CH3:46])[CH3:45])[C:30]([C:10]1[C:9]([O:8][CH2:1][C:2]2[CH:3]=[CH:4][CH:5]=[CH:6][CH:7]=2)=[C:14]([OH:15])[N:13]=[C:12]([CH2:16][C:17]2([C:22]3[CH:27]=[C:26]([Cl:28])[CH:25]=[CH:24][C:23]=3[Cl:29])[CH2:21][CH2:20][CH2:19][CH2:18]2)[N:11]=1)=[O:31])([C:36]([CH3:39])([CH3:38])[CH3:37])([CH3:35])[CH3:34]. The yield is 0.352. (5) The product is [CH3:42][C:4]1([CH3:43])[CH2:3][C:2](=[O:1])[C:11]2[C:6](=[CH:7][CH:8]=[C:9]([N:12]3[C:17](=[O:18])[C:16]([CH2:19][C:20]4[CH:21]=[CH:22][C:23]([C:26]5[CH:31]=[CH:30][CH:29]=[CH:28][C:27]=5[C:32]5[NH:36][C:35](=[O:37])[O:34][N:33]=5)=[CH:24][CH:25]=4)=[C:15]([CH2:38][CH2:39][CH3:40])[N:14]=[C:13]3[CH3:41])[CH:10]=2)[O:5]1. The catalyst is ClCCl.C(OCC)(=O)C. The reactants are [OH:1][CH:2]1[C:11]2[C:6](=[CH:7][CH:8]=[C:9]([N:12]3[C:17](=[O:18])[C:16]([CH2:19][C:20]4[CH:25]=[CH:24][C:23]([C:26]5[CH:31]=[CH:30][CH:29]=[CH:28][C:27]=5[C:32]5[NH:36][C:35](=[O:37])[O:34][N:33]=5)=[CH:22][CH:21]=4)=[C:15]([CH2:38][CH2:39][CH3:40])[N:14]=[C:13]3[CH3:41])[CH:10]=2)[O:5][C:4]([CH3:43])([CH3:42])[CH2:3]1.CC(OI1(OC(C)=O)(OC(C)=O)OC(=O)C2C1=CC=CC=2)=O. The yield is 0.860.